Task: Predict which catalyst facilitates the given reaction.. Dataset: Catalyst prediction with 721,799 reactions and 888 catalyst types from USPTO Reactant: [N+](C1C=C(C2[NH:14][C:13]3[CH:15]=[CH:16][C:17]([C:19](N)=[O:20])=[CH:18][C:12]=3N=2)C=CC=1)([O-])=O.NC1C=CC(C=O)=CC=1.N1C=CC=CC=1.[Cl:37][C:38]1[CH:39]=[C:40]([S:45](Cl)(=[O:47])=[O:46])[CH:41]=[CH:42][C:43]=1[Cl:44]. Product: [Cl:37][C:38]1[CH:39]=[C:40]([S:45]([NH:14][C:13]2[CH:12]=[CH:18][C:17]([CH:19]=[O:20])=[CH:16][CH:15]=2)(=[O:46])=[O:47])[CH:41]=[CH:42][C:43]=1[Cl:44]. The catalyst class is: 2.